The task is: Predict the product of the given reaction.. This data is from Forward reaction prediction with 1.9M reactions from USPTO patents (1976-2016). The product is: [F:26][C:15]1[CH:14]=[CH:13][C:12]([C:9]2[N:6]3[CH:7]=[CH:8][C:3]([CH2:2][N:28]4[CH:32]=[CH:31][N:30]=[CH:29]4)=[N:4][C:5]3=[N:11][CH:10]=2)=[CH:17][C:16]=1[C:18]1[C:19]([C:24]#[N:25])=[CH:20][CH:21]=[CH:22][CH:23]=1. Given the reactants Br[CH2:2][C:3]1[CH:8]=[CH:7][N:6]2[C:9]([C:12]3[CH:13]=[CH:14][C:15]([F:26])=[C:16]([C:18]4[C:19]([C:24]#[N:25])=[CH:20][CH:21]=[CH:22][CH:23]=4)[CH:17]=3)=[CH:10][N:11]=[C:5]2[N:4]=1.[Na].[NH:28]1[CH:32]=[CH:31][N:30]=[CH:29]1, predict the reaction product.